Dataset: Reaction yield outcomes from USPTO patents with 853,638 reactions. Task: Predict the reaction yield, written as a fraction of the theoretical maximum amount of product (1.0 means a 100% yield; for example, 0.34 means a 34% yield). (1) The reactants are [CH3:1][CH:2]1[N:6]([C:7]([O:9][C:10]([CH3:13])([CH3:12])[CH3:11])=[O:8])[C@H:5]([C:14]([O:16]C)=[O:15])[CH2:4][CH2:3]1.[Li+].[OH-].O. The catalyst is CO. The product is [C:10]([O:9][C:7]([N:6]1[CH:2]([CH3:1])[CH2:3][CH2:4][C@H:5]1[C:14]([OH:16])=[O:15])=[O:8])([CH3:11])([CH3:12])[CH3:13]. The yield is 0.650. (2) The product is [CH3:17][N:15]([CH3:16])[C:12]1[CH:13]=[CH:14][C:9]([S:8][CH:6]([CH3:7])[CH:5]=[C:4]([CH3:18])[CH2:3][OH:2])=[CH:10][CH:11]=1. The reactants are C[O:2][C:3](=O)[C:4]([CH3:18])=[CH:5][CH:6]([S:8][C:9]1[CH:14]=[CH:13][C:12]([N:15]([CH3:17])[CH3:16])=[CH:11][CH:10]=1)[CH3:7].[H-].C([Al+]CC(C)C)C(C)C.C1(C)C=CC=CC=1. The catalyst is C1COCC1. The yield is 0.880. (3) The reactants are [Br:1][C:2]1[CH:3]=[C:4]2[C:34](=[CH:35][CH:36]=1)[C:7]1=[CH:8][C:9]3[C:10]([C:28]4[CH:33]=[CH:32][CH:31]=[CH:30][CH:29]=4)(O)[C:11]4[CH:12]=[CH:13][CH:14]=[CH:15][C:16]=4[C:17]([C:21]4[CH:26]=[CH:25][CH:24]=[CH:23][CH:22]=4)(O)[C:18]=3[CH:19]=[C:6]1[C:5]2([CH3:38])[CH3:37].[I-].[K+].[PH2]([O-])=O.[Na+]. The catalyst is C(O)(=O)C. The product is [Br:1][C:2]1[CH:3]=[C:4]2[C:34](=[CH:35][CH:36]=1)[C:7]1=[CH:8][C:9]3[C:10]([C:28]4[CH:29]=[CH:30][CH:31]=[CH:32][CH:33]=4)=[C:11]4[C:16](=[C:17]([C:21]5[CH:26]=[CH:25][CH:24]=[CH:23][CH:22]=5)[C:18]=3[CH:19]=[C:6]1[C:5]2([CH3:38])[CH3:37])[CH:15]=[CH:14][CH:13]=[CH:12]4. The yield is 0.740. (4) The reactants are [OH:1][C:2]1[CH:9]=[CH:8][C:5]([CH2:6][OH:7])=[CH:4][CH:3]=1.C(N(CC)CC)C.[C:17](Cl)(=[O:19])[CH3:18]. The catalyst is C(OCC)(=O)C. The product is [C:17]([O:1][C:2]1[CH:9]=[CH:8][C:5]([CH2:6][OH:7])=[CH:4][CH:3]=1)(=[O:19])[CH3:18]. The yield is 0.400. (5) The reactants are Br[C:2]1[CH:3]=[N:4][CH:5]=[C:6]([F:8])[CH:7]=1.[C:9]1([CH2:15][SH:16])[CH:14]=[CH:13][CH:12]=[CH:11][CH:10]=1.C(N(CC)C(C)C)(C)C. The catalyst is C1(C)C=CC=CC=1.O.C1C=CC(/C=C/C(/C=C/C2C=CC=CC=2)=O)=CC=1.C1C=CC(/C=C/C(/C=C/C2C=CC=CC=2)=O)=CC=1.C1C=CC(/C=C/C(/C=C/C2C=CC=CC=2)=O)=CC=1.[Pd].[Pd].C1(P(C2C=CC=CC=2)C2C3OC4C(=CC=CC=4P(C4C=CC=CC=4)C4C=CC=CC=4)C(C)(C)C=3C=CC=2)C=CC=CC=1. The product is [CH2:15]([S:16][C:2]1[CH:3]=[N:4][CH:5]=[C:6]([F:8])[CH:7]=1)[C:9]1[CH:14]=[CH:13][CH:12]=[CH:11][CH:10]=1. The yield is 0.900. (6) The catalyst is O1CCOCC1.CCOC(C)=O. The yield is 0.950. The reactants are Cl[CH2:2][CH:3]([OH:12])[CH2:4][NH:5][C:6]1[CH:11]=[CH:10][CH:9]=[CH:8][CH:7]=1.[OH-].[K+]. The product is [O:12]1[CH2:2][CH:3]1[CH2:4][NH:5][C:6]1[CH:11]=[CH:10][CH:9]=[CH:8][CH:7]=1.